From a dataset of Merck oncology drug combination screen with 23,052 pairs across 39 cell lines. Regression. Given two drug SMILES strings and cell line genomic features, predict the synergy score measuring deviation from expected non-interaction effect. (1) Drug 1: C=CCn1c(=O)c2cnc(Nc3ccc(N4CCN(C)CC4)cc3)nc2n1-c1cccc(C(C)(C)O)n1. Drug 2: O=C(O)C1(Cc2cccc(Nc3nccs3)n2)CCC(Oc2cccc(Cl)c2F)CC1. Cell line: SKMEL30. Synergy scores: synergy=5.23. (2) Drug 1: O=P1(N(CCCl)CCCl)NCCCO1. Drug 2: O=C(NOCC(O)CO)c1ccc(F)c(F)c1Nc1ccc(I)cc1F. Cell line: PA1. Synergy scores: synergy=-5.89. (3) Drug 1: COc1cc(C2c3cc4c(cc3C(OC3OC5COC(C)OC5C(O)C3O)C3COC(=O)C23)OCO4)cc(OC)c1O. Drug 2: Cc1nc(Nc2ncc(C(=O)Nc3c(C)cccc3Cl)s2)cc(N2CCN(CCO)CC2)n1. Cell line: LNCAP. Synergy scores: synergy=31.3. (4) Drug 1: CN1C(=O)C=CC2(C)C3CCC4(C)C(NC(=O)OCC(F)(F)F)CCC4C3CCC12. Drug 2: CN(Cc1cnc2nc(N)nc(N)c2n1)c1ccc(C(=O)NC(CCC(=O)O)C(=O)O)cc1. Cell line: A2058. Synergy scores: synergy=-20.8. (5) Drug 1: O=S1(=O)NC2(CN1CC(F)(F)F)C1CCC2Cc2cc(C=CCN3CCC(C(F)(F)F)CC3)ccc2C1. Drug 2: CCN(CC)CCNC(=O)c1c(C)[nH]c(C=C2C(=O)Nc3ccc(F)cc32)c1C. Cell line: HT29. Synergy scores: synergy=12.2. (6) Drug 1: O=S1(=O)NC2(CN1CC(F)(F)F)C1CCC2Cc2cc(C=CCN3CCC(C(F)(F)F)CC3)ccc2C1. Drug 2: CC(C)CC(NC(=O)C(Cc1ccccc1)NC(=O)c1cnccn1)B(O)O. Cell line: SKMES1. Synergy scores: synergy=-11.2. (7) Synergy scores: synergy=2.83. Drug 1: CN1C(=O)C=CC2(C)C3CCC4(C)C(NC(=O)OCC(F)(F)F)CCC4C3CCC12. Drug 2: N.N.O=C(O)C1(C(=O)O)CCC1.[Pt]. Cell line: HCT116.